Dataset: Catalyst prediction with 721,799 reactions and 888 catalyst types from USPTO. Task: Predict which catalyst facilitates the given reaction. Reactant: [CH3:1][C:2]([CH3:33])([CH3:32])[CH2:3][C:4]([NH:6][C:7]1[C:8]([CH3:31])=[C:9]([CH3:30])[C:10]2[O:14][CH2:13][CH:12]([C:15]3[CH:20]=[CH:19][C:18]([CH2:21][CH2:22][C:23](OCC)=[O:24])=[CH:17][CH:16]=3)[C:11]=2[C:28]=1[CH3:29])=[O:5]. Product: [OH:24][CH2:23][CH2:22][CH2:21][C:18]1[CH:17]=[CH:16][C:15]([CH:12]2[C:11]3[C:28]([CH3:29])=[C:7]([NH:6][C:4](=[O:5])[CH2:3][C:2]([CH3:1])([CH3:33])[CH3:32])[C:8]([CH3:31])=[C:9]([CH3:30])[C:10]=3[O:14][CH2:13]2)=[CH:20][CH:19]=1. The catalyst class is: 175.